Dataset: Catalyst prediction with 721,799 reactions and 888 catalyst types from USPTO. Task: Predict which catalyst facilitates the given reaction. Reactant: [C:1]([O:5][C:6](=[O:28])[NH:7][CH2:8][CH2:9][N:10]([C:24](=[O:27])[CH:25]=[CH2:26])[CH:11]1[CH2:16][CH2:15][N:14]([CH2:17][C:18]2[CH:23]=[CH:22][CH:21]=[CH:20][CH:19]=2)[CH2:13][CH2:12]1)([CH3:4])([CH3:3])[CH3:2].CC(C)([O-])C.[K+]. Product: [C:1]([O:5][C:6]([N:7]1[CH2:26][CH2:25][C:24](=[O:27])[N:10]([CH:11]2[CH2:16][CH2:15][N:14]([CH2:17][C:18]3[CH:23]=[CH:22][CH:21]=[CH:20][CH:19]=3)[CH2:13][CH2:12]2)[CH2:9][CH2:8]1)=[O:28])([CH3:4])([CH3:2])[CH3:3]. The catalyst class is: 3.